From a dataset of Catalyst prediction with 721,799 reactions and 888 catalyst types from USPTO. Predict which catalyst facilitates the given reaction. (1) Reactant: Br[C:2]1[CH:7]=[CH:6][CH:5]=[CH:4][C:3]=1[CH2:8][CH2:9][CH2:10][CH2:11][OH:12].[S:13]1[CH:17]=[CH:16][CH:15]=[C:14]1B(O)O.C([O-])(O)=O.[Na+]. Product: [S:13]1[CH:17]=[CH:16][CH:15]=[C:14]1[C:2]1[CH:7]=[CH:6][CH:5]=[CH:4][C:3]=1[CH2:8][CH2:9][CH2:10][CH2:11][OH:12]. The catalyst class is: 149. (2) Reactant: C(OC1C=C2C(=CC=1)NC=C2CC[N:20]1[C:28](=[O:29])[C:27]2[C:22](=[CH:23][CH:24]=[CH:25][CH:26]=2)[C:21]1=[O:30])C1C=CC=CC=1.C([Si](OS(C(F)(F)F)(=O)=O)(C(C)C)C(C)C)(C)C.C([O-])(O)=O.[Na+]. Product: [C:21]1(=[O:30])[C:22]2[C:27](=[CH:26][CH:25]=[CH:24][CH:23]=2)[C:28](=[O:29])[NH:20]1. The catalyst class is: 1. (3) Reactant: [NH:1]1[C:9]2[C:4](=[CH:5][CH:6]=[C:7]([CH:10]([OH:12])[CH3:11])[CH:8]=2)[CH:3]=[N:2]1.C1C=C[NH+]=CC=1.C1C=C[NH+]=CC=1.[O-][Cr](O[Cr]([O-])(=O)=O)(=O)=O. Product: [NH:1]1[C:9]2[C:4](=[CH:5][CH:6]=[C:7]([C:10](=[O:12])[CH3:11])[CH:8]=2)[CH:3]=[N:2]1. The catalyst class is: 21. (4) Reactant: [C:1]1([OH:11])[C:10]2[C:5](=[CH:6][CH:7]=[CH:8][CH:9]=2)[CH:4]=[CH:3][CH:2]=1.[Br:12]N1C(=O)CCC1=O. Product: [Br:12][C:4]1[C:5]2[C:10](=[CH:9][CH:8]=[CH:7][CH:6]=2)[C:1]([OH:11])=[CH:2][CH:3]=1. The catalyst class is: 10. (5) Reactant: [C:1]([N:8](C1C=CC=CC=1)[CH2:9][C:10]([OH:12])=O)([O:3][C:4]([CH3:7])([CH3:6])[CH3:5])=[O:2].[CH:19]1[CH:20]=[CH:21][C:22]2N(O)N=N[C:23]=2[CH:24]=1.CCN=C=NCCCN(C)C.Cl.Cl.[CH3:42][C:43]1[N:47]2[C:48](=[O:57])[N:49]([CH:51]3[CH2:56][CH2:55][NH:54][CH2:53][CH2:52]3)[CH2:50][C:46]2=[CH:45][N:44]=1. Product: [CH3:42][C:43]1[N:47]2[C:48](=[O:57])[N:49]([CH:51]3[CH2:56][CH2:55][N:54]([C:10](=[O:12])[CH:9]([NH:8][C:1](=[O:2])[O:3][C:4]([CH3:5])([CH3:6])[CH3:7])[C:23]4[CH:22]=[CH:21][CH:20]=[CH:19][CH:24]=4)[CH2:53][CH2:52]3)[CH2:50][C:46]2=[CH:45][N:44]=1. The catalyst class is: 556. (6) Reactant: [N+:1]([C:4]1([NH:12][C:13]2[CH:18]=[CH:17][CH:16]=[CH:15][C:14]=2[CH3:19])[CH:11]=[CH:10][CH:9]=[CH:8][CH:5]1[C:6]#[N:7])([O-])=O.S(S([O-])=O)([O-])=O.[Na+].[Na+]. Product: [NH2:1][C:4]1([NH:12][C:13]2[CH:18]=[CH:17][CH:16]=[CH:15][C:14]=2[CH3:19])[CH:11]=[CH:10][CH:9]=[CH:8][CH:5]1[C:6]#[N:7]. The catalyst class is: 40. (7) Reactant: [CH:1](=O)[CH3:2].[NH2:4][C:5]1[C:6](=[O:11])[NH:7][CH:8]=[CH:9][CH:10]=1.P(O)(O[C:22]1[CH:27]=[CH:26][CH:25]=[CH:24][CH:23]=1)(O[C:22]1[CH:27]=[CH:26][CH:25]=[CH:24][CH:23]=1)=O.[CH:29](/[NH:32][C:33](=[O:42])[O:34][CH2:35]C1C=CC=CC=1)=[CH:30]\[CH3:31]. Product: [CH3:1][C@H:2]1[C@H:30]([CH3:31])[C@@H:29]([NH:32][C:33](=[O:42])[O:34][CH2:35][C:22]2[CH:23]=[CH:24][CH:25]=[CH:26][CH:27]=2)[C:10]2[CH:9]=[CH:8][NH:7][C:6](=[O:11])[C:5]=2[NH:4]1. The catalyst class is: 22. (8) Reactant: CCC(CCCCC(N[C@H](C([NH:18][C@H:19]([C:23]([NH:25][C@H:26]([C:30]([NH:32][C@@H:33]1[C:61](=[O:62])[NH:60][C@H:59]([CH2:63][CH2:64][NH2:65])[C:57](=[O:58])[NH:56][C@H:55]([CH2:66][C:67]2[CH:68]=[CH:69][CH:70]=[CH:71][CH:72]=2)[C:53](=[O:54])[NH:52][C@@H:51]([CH2:73][CH:74]([CH3:76])[CH3:75])[C:49](=[O:50])[NH:48][C@@H:47]([CH2:77][CH2:78][NH2:79])[C:45](=[O:46])[NH:44][C@@H:43]([CH2:80][CH2:81][NH2:82])[C:41](=[O:42])[NH:40][C@@H:39]([C@H:83]([OH:85])[CH3:84])[C:37](=[O:38])[NH:36][CH2:35][CH2:34]1)=[O:31])[CH2:27][CH2:28][NH2:29])=[O:24])[C@H:20]([OH:22])[CH3:21])=O)CCN)=O)C.P([O-])([O-])([O-])=O.[K+].[K+].[K+].[Cl-].[K+].C(N(CC(O)=O)CC(O)=O)CN(CC(O)=O)CC(O)=O.N[C@H](C(O)=O)CS. Product: [CH3:84][C@@H:83]([OH:85])[C@@H:39]1[NH:40][C:41](=[O:42])[C@H:43]([CH2:80][CH2:81][NH2:82])[NH:44][C:45](=[O:46])[C@H:47]([CH2:77][CH2:78][NH2:79])[NH:48][C:49](=[O:50])[C@H:51]([CH2:73][CH:74]([CH3:75])[CH3:76])[NH:52][C:53](=[O:54])[C@H:55]([CH2:66][C:67]2[CH:72]=[CH:71][CH:70]=[CH:69][CH:68]=2)[NH:56][C:57](=[O:58])[C@H:59]([CH2:63][CH2:64][NH2:65])[NH:60][C:61](=[O:62])[C@@H:33]([NH:32][C:30]([C@@H:26]([NH:25][C:23]([C@@H:19]([NH2:18])[C@H:20]([OH:22])[CH3:21])=[O:24])[CH2:27][CH2:28][NH2:29])=[O:31])[CH2:34][CH2:35][NH:36][C:37]1=[O:38]. The catalyst class is: 5. (9) Reactant: C(O)(C(F)(F)F)=O.C(OC([N:15]1[CH2:18][CH:17]([C:19]([N:21]2[CH2:24][CH2:23][CH2:22]2)=[O:20])[CH2:16]1)=O)(C)(C)C. Product: [NH:15]1[CH2:18][CH:17]([C:19]([N:21]2[CH2:24][CH2:23][CH2:22]2)=[O:20])[CH2:16]1. The catalyst class is: 2. (10) The catalyst class is: 518. Product: [CH2:19]([S:21]([C:24]1[CH:29]=[C:28]([C:2]2[CH:10]=[C:9]([NH2:11])[C:8]([O:12][CH3:13])=[C:7]3[C:3]=2[C:4]2[CH:17]=[C:16]([CH3:18])[CH:15]=[N:14][C:5]=2[NH:6]3)[CH:27]=[CH:26][CH:25]=1)(=[O:22])=[O:23])[CH3:20]. Reactant: Br[C:2]1[CH:10]=[C:9]([NH2:11])[C:8]([O:12][CH3:13])=[C:7]2[C:3]=1[C:4]1[CH:17]=[C:16]([CH3:18])[CH:15]=[N:14][C:5]=1[NH:6]2.[CH2:19]([S:21]([C:24]1[CH:25]=[C:26](B(O)O)[CH:27]=[CH:28][CH:29]=1)(=[O:23])=[O:22])[CH3:20].O1CCOCC1.C([O-])([O-])=O.[K+].[K+].